This data is from Full USPTO retrosynthesis dataset with 1.9M reactions from patents (1976-2016). The task is: Predict the reactants needed to synthesize the given product. (1) Given the product [Cl:33][C:19]1[C:18]2[C:23](=[CH:24][CH:25]=[C:16]([C:8]([C:5]3[CH:4]=[CH:3][C:2]([Cl:1])=[CH:7][CH:6]=3)([OH:9])[C:10]3[N:14]([CH3:15])[CH:13]=[N:12][CH:11]=3)[CH:17]=2)[N:22]=[C:21]([O:34][CH2:35][CH2:36][NH:37][C:38](=[O:41])[CH2:39][CH3:40])[C:20]=1[C:27]1[CH:28]=[CH:29][CH:30]=[CH:31][CH:32]=1, predict the reactants needed to synthesize it. The reactants are: [Cl:1][C:2]1[CH:7]=[CH:6][C:5]([C:8]([C:16]2[CH:17]=[C:18]3[C:23](=[CH:24][CH:25]=2)[N:22]=[C:21](Cl)[C:20]([C:27]2[CH:32]=[CH:31][CH:30]=[CH:29][CH:28]=2)=[C:19]3[Cl:33])([C:10]2[N:14]([CH3:15])[CH:13]=[N:12][CH:11]=2)[OH:9])=[CH:4][CH:3]=1.[OH:34][CH2:35][CH2:36][NH:37][C:38](=[O:41])[CH2:39][CH3:40].C1(C)C=CC=CC=1.[H-].[Na+]. (2) Given the product [CH:19]1[C:20]2=[C:27]3[C:12]([C:11]4[C:26]5[C:25](=[CH:24][CH:23]=[CH:22][C:21]2=5)[C:8]([C:6]([O-:7])=[O:5])=[CH:9][CH:10]=4)=[CH:13][CH:14]=[CH:15][C:16]3=[C:17]([C:28]([O-:30])=[O:29])[CH:18]=1.[K+:36].[K+:36], predict the reactants needed to synthesize it. The reactants are: C([O:5][C:6]([C:8]1[CH:9]=[CH:10][C:11]2[C:12]3[CH:13]=[CH:14][CH:15]=[C:16]4[C:27]=3[C:20]([C:21]3[C:26]=2[C:25]=1[CH:24]=[CH:23][CH:22]=3)=[CH:19][CH:18]=[C:17]4[C:28]([O:30]CC(C)C)=[O:29])=[O:7])C(C)C.[OH-].[K+:36]. (3) Given the product [NH2:1][C:2]1[N:3]=[CH:4][C:5]([CH:20]=[CH:19][C:18]([O:22][CH2:23][CH3:24])=[O:21])=[CH:6][CH:7]=1, predict the reactants needed to synthesize it. The reactants are: [NH2:1][C:2]1[CH:7]=[CH:6][C:5](Br)=[CH:4][N:3]=1.C(N(CC)C(C)C)(C)C.[C:18]([O:22][CH2:23][CH3:24])(=[O:21])[CH:19]=[CH2:20].CC1C=CC=CC=1P(C1C=CC=CC=1C)C1C=CC=CC=1C. (4) Given the product [NH:25]1[C:33]2[C:28](=[CH:29][C:30]([C:2]3[CH:3]=[C:4]([NH:8][CH:9]([C:13]4[CH:18]=[CH:17][CH:16]=[CH:15][CH:14]=4)[C:10]([NH2:12])=[O:11])[CH:5]=[N:6][CH:7]=3)=[CH:31][CH:32]=2)[CH:27]=[N:26]1, predict the reactants needed to synthesize it. The reactants are: Br[C:2]1[CH:3]=[C:4]([NH:8][CH:9]([C:13]2[CH:18]=[CH:17][CH:16]=[CH:15][CH:14]=2)[C:10]([NH2:12])=[O:11])[CH:5]=[N:6][CH:7]=1.C([O-])([O-])=O.[K+].[K+].[NH:25]1[C:33]2[C:28](=[CH:29][C:30](B3OC(C)(C)C(C)(C)O3)=[CH:31][CH:32]=2)[CH:27]=[N:26]1. (5) Given the product [C:22]([O:26][C:27]([NH:29][C@H:30]([CH:41]1[CH2:42][CH2:43][CH2:44][CH2:45][CH2:46]1)[C:31]([N:33]1[CH2:40][CH2:39][CH2:38][C@H:34]1[C:35]([NH:15][CH2:14][C:13]1[CH:16]=[C:9]([Cl:8])[CH:10]=[CH:11][C:12]=1[C:17]1[CH:21]=[N:20][S:19][N:18]=1)=[O:36])=[O:32])=[O:28])([CH3:25])([CH3:23])[CH3:24], predict the reactants needed to synthesize it. The reactants are: FC(F)(F)C([O-])=O.[Cl:8][C:9]1[CH:10]=[CH:11][C:12]([C:17]2[CH:21]=[N:20][S:19][N:18]=2)=[C:13]([CH:16]=1)[CH2:14][NH3+:15].[C:22]([O:26][C:27]([NH:29][C@H:30]([CH:41]1[CH2:46][CH2:45][CH2:44][CH2:43][CH2:42]1)[C:31]([N:33]1[CH2:40][CH2:39][CH2:38][C@H:34]1[C:35](O)=[O:36])=[O:32])=[O:28])([CH3:25])([CH3:24])[CH3:23].C1C=NC2N(O)N=NC=2C=1.CN1CCOCC1.C(Cl)CCl.